This data is from Peptide-MHC class II binding affinity with 134,281 pairs from IEDB. The task is: Regression. Given a peptide amino acid sequence and an MHC pseudo amino acid sequence, predict their binding affinity value. This is MHC class II binding data. (1) The peptide sequence is EKKYFAATQFDPLAA. The MHC is HLA-DPA10201-DPB10101 with pseudo-sequence HLA-DPA10201-DPB10101. The binding affinity (normalized) is 0.956. (2) The peptide sequence is STIFPFRRLFMVAEV. The MHC is HLA-DQA10301-DQB10302 with pseudo-sequence HLA-DQA10301-DQB10302. The binding affinity (normalized) is 0.375. (3) The peptide sequence is GKTFSVGTGNCTTNI. The MHC is DRB4_0103 with pseudo-sequence DRB4_0103. The binding affinity (normalized) is 0.453. (4) The peptide sequence is SAIQGNVTSIHSLLD. The MHC is HLA-DQA10501-DQB10201 with pseudo-sequence HLA-DQA10501-DQB10201. The binding affinity (normalized) is 0.226. (5) The peptide sequence is SIRAANVMAASLRKA. The MHC is DRB1_1301 with pseudo-sequence DRB1_1301. The binding affinity (normalized) is 0.820. (6) The peptide sequence is FYVWDFAEKFKEDVI. The MHC is HLA-DQA10301-DQB10302 with pseudo-sequence HLA-DQA10301-DQB10302. The binding affinity (normalized) is 0.268. (7) The peptide sequence is FESTGNLIAPEYGFKISY. The MHC is HLA-DPA10103-DPB10401 with pseudo-sequence HLA-DPA10103-DPB10401. The binding affinity (normalized) is 0.242.